From a dataset of Reaction yield outcomes from USPTO patents with 853,638 reactions. Predict the reaction yield, written as a fraction of the theoretical maximum amount of product (1.0 means a 100% yield; for example, 0.34 means a 34% yield). The reactants are Cl[S:2]([C:5]1[CH:6]=[C:7]2[C:11](=[CH:12][CH:13]=1)[NH:10][C:9](=[O:14])[CH2:8]2)(=[O:4])=[O:3].[OH-].[NH4+:16]. The catalyst is C(O)C. The product is [NH2:16][S:2]([C:5]1[CH:6]=[C:7]2[C:11](=[CH:12][CH:13]=1)[NH:10][C:9](=[O:14])[CH2:8]2)(=[O:4])=[O:3]. The yield is 0.200.